From a dataset of Full USPTO retrosynthesis dataset with 1.9M reactions from patents (1976-2016). Predict the reactants needed to synthesize the given product. (1) Given the product [CH2:33]([O:28][C:2]1[N:7]=[C:6]2[CH2:8][CH2:9][CH2:10][C:5]2=[C:4]([C:21]2[CH:22]=[N:23][C:24]([CH3:27])=[N:25][CH:26]=2)[CH:3]=1)[C:32]1[CH:6]=[CH:5][CH:4]=[CH:3][CH:2]=1, predict the reactants needed to synthesize it. The reactants are: Cl[C:2]1[N:7]=[C:6]2[CH2:8][CH2:9][CH2:10][C:5]2=[C:4](B2OC(C)(C)C(C)(C)O2)[CH:3]=1.Br[C:21]1[CH:22]=[N:23][C:24]([CH3:27])=[N:25][CH:26]=1.[O:28]1[CH2:33][CH2:32]OCC1.O. (2) Given the product [CH3:14][C:10]1[CH:9]=[C:8]([C:7]2[C:2]([O:31][C:28]3[CH:29]=[CH:30][C:25]([CH2:24][C:16]4[NH:15][C:19]5[CH:20]=[CH:21][CH:22]=[CH:23][C:18]=5[N:17]=4)=[CH:26][CH:27]=3)=[N:3][CH:4]=[CH:5][CH:6]=2)[CH:13]=[CH:12][N:11]=1, predict the reactants needed to synthesize it. The reactants are: F[C:2]1[C:7]([C:8]2[CH:13]=[CH:12][N:11]=[C:10]([CH3:14])[CH:9]=2)=[CH:6][CH:5]=[CH:4][N:3]=1.[NH:15]1[C:19]2[CH:20]=[CH:21][CH:22]=[CH:23][C:18]=2[N:17]=[C:16]1[CH2:24][C:25]1[CH:30]=[CH:29][C:28]([OH:31])=[CH:27][CH:26]=1.C(=O)([O-])[O-].[Cs+].[Cs+]. (3) Given the product [ClH:34].[ClH:34].[NH:8]1[CH2:13][CH2:12][CH:11]([NH:14][C:15]([C:17]2[CH:37]=[CH:36][C:20]3[N:21]([CH3:35])[C:22]([NH:24][C:25]4[S:26][C:27]5[CH:33]=[C:32]([Cl:34])[CH:31]=[CH:30][C:28]=5[N:29]=4)=[N:23][C:19]=3[CH:18]=2)=[O:16])[CH2:10][CH2:9]1, predict the reactants needed to synthesize it. The reactants are: C(OC([N:8]1[CH2:13][CH2:12][CH:11]([NH:14][C:15]([C:17]2[CH:37]=[CH:36][C:20]3[N:21]([CH3:35])[C:22]([NH:24][C:25]4[S:26][C:27]5[CH:33]=[C:32]([Cl:34])[CH:31]=[CH:30][C:28]=5[N:29]=4)=[N:23][C:19]=3[CH:18]=2)=[O:16])[CH2:10][CH2:9]1)=O)(C)(C)C. (4) Given the product [Cl:15][C:13]1[CH:12]=[CH:11][C:10]([CH:16]=[CH2:17])=[C:9]([C:6]2[CH:7]=[CH:8][C:3]([C@@:19]3([OH:18])[CH2:23][N:22]([C:24]([O:26][CH2:27][CH2:28][Si:29]([CH3:32])([CH3:30])[CH3:31])=[O:25])[C@H:21]([C:33]([O:35][CH3:36])=[O:34])[CH2:20]3)=[CH:4][CH:5]=2)[CH:14]=1, predict the reactants needed to synthesize it. The reactants are: [Mg].Br[C:3]1[CH:8]=[CH:7][C:6]([C:9]2[CH:14]=[C:13]([Cl:15])[CH:12]=[CH:11][C:10]=2[CH:16]=[CH2:17])=[CH:5][CH:4]=1.[O:18]=[C:19]1[CH2:23][N:22]([C:24]([O:26][CH2:27][CH2:28][Si:29]([CH3:32])([CH3:31])[CH3:30])=[O:25])[C@H:21]([C:33]([O:35][CH3:36])=[O:34])[CH2:20]1.